This data is from Reaction yield outcomes from USPTO patents with 853,638 reactions. The task is: Predict the reaction yield, written as a fraction of the theoretical maximum amount of product (1.0 means a 100% yield; for example, 0.34 means a 34% yield). (1) The reactants are [CH2:1]([NH:8][C:9](=[O:20])[NH:10][CH2:11][C:12]1([C:15]([O:17]CC)=[O:16])[CH2:14][CH2:13]1)[C:2]1[CH:7]=[CH:6][CH:5]=[CH:4][CH:3]=1.O.[OH-].[Li+]. The catalyst is O1CCCC1.CO.O.O. The product is [CH2:1]([NH:8][C:9](=[O:20])[NH:10][CH2:11][C:12]1([C:15]([OH:17])=[O:16])[CH2:14][CH2:13]1)[C:2]1[CH:3]=[CH:4][CH:5]=[CH:6][CH:7]=1. The yield is 0.770. (2) The catalyst is C(Cl)Cl. The reactants are C1(P(C2C=CC=CC=2)C2C=CC=CC=2)C=CC=CC=1.[I:20]I.O[CH2:23][C:24]#[C:25][CH2:26][O:27][CH2:28][C:29]#[N:30].N1C=CN=C1. The yield is 0.920. The product is [I:20][CH2:23][C:24]#[C:25][CH2:26][O:27][CH2:28][C:29]#[N:30]. (3) The reactants are [C:1]1([C:7]2[N:11]([CH2:12][C:13]3[CH:18]=[CH:17][C:16]([C:19]([F:22])([F:21])[F:20])=[CH:15][CH:14]=3)[C:10]([C:23]3[CH:24]=[C:25]4[C:30](=[CH:31][CH:32]=3)[CH:29]=[C:28]([O:33][CH2:34][C:35]3[CH:44]=[CH:43][C:38]([C:39]([O:41]C)=[O:40])=[CH:37][C:36]=3[C:45]([O:47]C)=[O:46])[CH:27]=[CH:26]4)=[CH:9][CH:8]=2)[CH:6]=[CH:5][CH:4]=[CH:3][CH:2]=1.[OH-].[Na+]. The catalyst is C1COCC1.CO.O. The product is [C:1]1([C:7]2[N:11]([CH2:12][C:13]3[CH:18]=[CH:17][C:16]([C:19]([F:22])([F:21])[F:20])=[CH:15][CH:14]=3)[C:10]([C:23]3[CH:24]=[C:25]4[C:30](=[CH:31][CH:32]=3)[CH:29]=[C:28]([O:33][CH2:34][C:35]3[CH:44]=[CH:43][C:38]([C:39]([OH:41])=[O:40])=[CH:37][C:36]=3[C:45]([OH:47])=[O:46])[CH:27]=[CH:26]4)=[CH:9][CH:8]=2)[CH:2]=[CH:3][CH:4]=[CH:5][CH:6]=1. The yield is 0.940. (4) The reactants are [H-].[Na+].[CH3:3]CCCC.[CH3:8][O:9][C:10]1[CH:11]=[C:12]([CH:20]([OH:23])[C:21]#[CH:22])[CH:13]=[C:14]([O:18][CH3:19])[C:15]=1[O:16][CH3:17].COS(OC)(=O)=O. The catalyst is C1COCC1.O. The product is [CH3:19][O:18][C:14]1[CH:13]=[C:12]([CH:20]([O:23][CH3:3])[C:21]#[CH:22])[CH:11]=[C:10]([O:9][CH3:8])[C:15]=1[O:16][CH3:17]. The yield is 0.900. (5) The catalyst is ClCCCl.C(Cl)Cl.CO. The product is [CH2:10]([O:12][C:13]([C:15]1([CH2:28][CH2:29][NH:4][C:3]2[CH:5]=[CH:6][C:7]([Br:9])=[CH:8][C:2]=2[CH3:1])[CH2:20][CH2:19][N:18]([C:21]([O:23][C:24]([CH3:27])([CH3:26])[CH3:25])=[O:22])[CH2:17][CH2:16]1)=[O:14])[CH3:11]. The reactants are [CH3:1][C:2]1[CH:8]=[C:7]([Br:9])[CH:6]=[CH:5][C:3]=1[NH2:4].[CH2:10]([O:12][C:13]([C:15]1([CH2:28][CH:29]=O)[CH2:20][CH2:19][N:18]([C:21]([O:23][C:24]([CH3:27])([CH3:26])[CH3:25])=[O:22])[CH2:17][CH2:16]1)=[O:14])[CH3:11].C(O)(=O)C.[BH-](OC(C)=O)(OC(C)=O)OC(C)=O.[Na+].NC1C=CC=CC=1. The yield is 0.410. (6) The reactants are [NH2:1]/[C:2](=[N:8]\[OH:9])/[C:3]([O:5][CH2:6][CH3:7])=[O:4].[F:10][C:11]1[CH:19]=[CH:18][C:14]([C:15](Cl)=[O:16])=[CH:13][CH:12]=1. The catalyst is N1C=CC=CC=1.C(Cl)(Cl)Cl. The product is [F:10][C:11]1[CH:19]=[CH:18][C:14]([C:15]([NH:1]/[C:2](=[N:8]\[OH:9])/[C:3]([O:5][CH2:6][CH3:7])=[O:4])=[O:16])=[CH:13][CH:12]=1. The yield is 0.900. (7) The reactants are [N:1]1[CH:6]=[CH:5][CH:4]=[C:3]([C:7]2[CH:8]=[CH:9][C:10]([CH3:18])=[C:11]([CH:17]=2)[C:12]([O:14][CH2:15][CH3:16])=[O:13])[CH:2]=1.[C:19]([OH:28])(=[O:27])[C@@H:20]([C@H:22]([C:24]([OH:26])=[O:25])[OH:23])[OH:21].C(O)C. The catalyst is C(O)(=O)C.[Pt]=O. The product is [C:19]([OH:28])(=[O:27])[C@@H:20]([C@H:22]([C:24]([OH:26])=[O:25])[OH:23])[OH:21].[NH:1]1[CH2:6][CH2:5][CH2:4][C@@H:3]([C:7]2[CH:8]=[CH:9][C:10]([CH3:18])=[C:11]([CH:17]=2)[C:12]([O:14][CH2:15][CH3:16])=[O:13])[CH2:2]1. The yield is 0.350. (8) The catalyst is C(Cl)Cl.CN(C)C1C=CN=CC=1.O. The product is [F:22][C:23]([F:36])([F:35])[S:24]([O:13][C:4]1[CH:5]=[CH:6][C:7]([C:8]2[N:9]=[CH:10][S:11][CH:12]=2)=[C:2]([F:1])[CH:3]=1)(=[O:26])=[O:25]. The yield is 0.990. The reactants are [F:1][C:2]1[CH:3]=[C:4]([OH:13])[CH:5]=[CH:6][C:7]=1[C:8]1[N:9]=[CH:10][S:11][CH:12]=1.N1C(C)=CC=CC=1C.[F:22][C:23]([F:36])([F:35])[S:24](O[S:24]([C:23]([F:36])([F:35])[F:22])(=[O:26])=[O:25])(=[O:26])=[O:25].